Dataset: Forward reaction prediction with 1.9M reactions from USPTO patents (1976-2016). Task: Predict the product of the given reaction. (1) Given the reactants [F:1][C:2]([F:7])([F:6])[C:3]([OH:5])=[O:4].[CH3:8][C@H:9]([O:13][C:14]1[N:22]=[C:21]2[C:17]([N:18]=[C:19]([O:23][CH3:24])[NH:20]2)=[C:16]([NH2:25])[N:15]=1)[CH2:10][CH2:11]C.COC1N(C2CCCCO2)C2C(N=1)=C(N)N=C(O[C@@H](C)CC)N=2, predict the reaction product. The product is: [F:1][C:2]([F:7])([F:6])[C:3]([OH:5])=[O:4].[CH3:24][O:23][C:19]1[N:20]=[C:21]2[C:17]([N:18]=1)=[C:16]([NH2:25])[NH:15][C:14]([O:13][C@@H:9]([CH3:8])[CH2:10][CH3:11])=[N:22]2. (2) Given the reactants ClC1N=C(C(OCC)=O)C([N+]([O-])=O)=[C:4]([NH:16][C:17]2[CH:22]=[CH:21][CH:20]=[CH:19][C:18]=2[O:23][CH3:24])N=1.Cl[C:26]1[N:31]=[C:30]([C:32]([O:34]CC)=O)[C:29]([N+:37]([O-])=O)=[C:28](Cl)[N:27]=1.C[O:42][C:43]1[CH:49]=[CH:48][CH:47]=[CH:46][C:44]=1N.C([N:53](C(C)C)CC)(C)C, predict the reaction product. The product is: [OH:42][C:43]1[CH:44]=[C:46]([C:26]2[N:27]=[C:28]3[C:29]([N:37]=[CH:4][N:16]3[C:17]3[CH:22]=[CH:21][CH:20]=[CH:19][C:18]=3[O:23][CH3:24])=[C:30]([C:32]([NH2:53])=[O:34])[N:31]=2)[CH:47]=[CH:48][CH:49]=1.